Dataset: Full USPTO retrosynthesis dataset with 1.9M reactions from patents (1976-2016). Task: Predict the reactants needed to synthesize the given product. (1) Given the product [CH2:1]([O:3][C:4](=[O:21])[C:5]1[CH:10]=[C:9]([O:11][CH2:23][C:24]2[CH:29]=[CH:28][CH:27]=[C:26]([N+:30]([O-:32])=[O:31])[CH:25]=2)[CH:8]=[C:7]([O:12][C:13]2[CH:18]=[CH:17][C:16]([C:19]#[N:20])=[CH:15][CH:14]=2)[CH:6]=1)[CH3:2], predict the reactants needed to synthesize it. The reactants are: [CH2:1]([O:3][C:4](=[O:21])[C:5]1[CH:10]=[C:9]([OH:11])[CH:8]=[C:7]([O:12][C:13]2[CH:18]=[CH:17][C:16]([C:19]#[N:20])=[CH:15][CH:14]=2)[CH:6]=1)[CH3:2].Br[CH2:23][C:24]1[CH:29]=[CH:28][CH:27]=[C:26]([N+:30]([O-:32])=[O:31])[CH:25]=1. (2) Given the product [CH3:1][C:2]1[O:3][C:4]([CH:8]([OH:9])[C:10]2[O:11][C:12]3[CH:18]=[CH:17][C:16]([CH2:19][C:20]([OH:22])=[O:21])=[CH:15][C:13]=3[CH:14]=2)=[C:5]([CH3:7])[N:6]=1, predict the reactants needed to synthesize it. The reactants are: [CH3:1][C:2]1[O:3][C:4]([CH:8]([C:10]2[O:11][C:12]3[CH:18]=[CH:17][C:16]([CH2:19][C:20]([O-:22])=[O:21])=[CH:15][C:13]=3[CH:14]=2)[OH:9])=[C:5]([CH3:7])[N:6]=1.C(OCC#N)(C)C. (3) Given the product [Br:32][C:33]1[CH:38]=[CH:37][C:36]([O:31][CH:10]([C:6]2[CH:5]=[C:4]3[C:9](=[CH:8][CH:7]=2)[CH2:1][CH2:2][CH2:3]3)[CH2:11][CH2:12][N:13]2[CH2:14][CH2:15][CH:16]([C:19]3[CH:20]=[C:21]([NH:25][C:26](=[O:30])[CH:27]([CH3:28])[CH3:29])[CH:22]=[CH:23][CH:24]=3)[CH2:17][CH2:18]2)=[CH:35][CH:34]=1, predict the reactants needed to synthesize it. The reactants are: [CH2:1]1[C:9]2[C:4](=[CH:5][C:6]([CH:10]([OH:31])[CH2:11][CH2:12][N:13]3[CH2:18][CH2:17][CH:16]([C:19]4[CH:20]=[C:21]([NH:25][C:26](=[O:30])[CH:27]([CH3:29])[CH3:28])[CH:22]=[CH:23][CH:24]=4)[CH2:15][CH2:14]3)=[CH:7][CH:8]=2)[CH2:3][CH2:2]1.[Br:32][C:33]1[CH:38]=[CH:37][C:36](O)=[CH:35][CH:34]=1. (4) Given the product [CH:19]1[C:20]2[NH:8][C:9]3[C:14](=[CH:13][CH:12]=[CH:11][CH:10]=3)[C:15]=2[CH:16]=[C:17]([CH2:21][O:22][CH2:23][CH2:24][CH2:25][CH2:26][CH2:27][CH2:28][O:29][CH2:30][C:31]2[CH:32]=[CH:33][C:34]([N:37]([C:38]3[CH:43]=[CH:42][CH:41]=[CH:40][CH:39]=3)[C:44]3[CH:49]=[CH:48][CH:47]=[CH:46][CH:45]=3)=[CH:35][CH:36]=2)[CH:18]=1, predict the reactants needed to synthesize it. The reactants are: C([N:8]1[C:20]2[CH:19]=[CH:18][C:17]([CH2:21][O:22][CH2:23][CH2:24][CH2:25][CH2:26][CH2:27][CH2:28][O:29][CH2:30][C:31]3[CH:36]=[CH:35][C:34]([N:37]([C:44]4[CH:49]=[CH:48][CH:47]=[CH:46][CH:45]=4)[C:38]4[CH:43]=[CH:42][CH:41]=[CH:40][CH:39]=4)=[CH:33][CH:32]=3)=[CH:16][C:15]=2[C:14]2[C:9]1=[CH:10][CH:11]=[CH:12][CH:13]=2)C1C=CC=CC=1.C(O[K])(C)(C)C. (5) Given the product [C:1]([O:5][C:6](=[O:27])[NH:7][C:8]1[CH:13]=[C:12]([N:14]2[CH2:15][CH2:16][S:17][CH2:18][CH2:19]2)[C:11]([C:20]([F:21])([F:22])[F:23])=[CH:10][C:9]=1[NH2:24])([CH3:4])([CH3:2])[CH3:3], predict the reactants needed to synthesize it. The reactants are: [C:1]([O:5][C:6](=[O:27])[NH:7][C:8]1[CH:13]=[C:12]([N:14]2[CH2:19][CH2:18][S:17][CH2:16][CH2:15]2)[C:11]([C:20]([F:23])([F:22])[F:21])=[CH:10][C:9]=1[N+:24]([O-])=O)([CH3:4])([CH3:3])[CH3:2].O.O.Cl[Sn]Cl. (6) Given the product [Cl:18][C:19]1[N:20]=[CH:21][N:22]=[C:23]([O:4][C:5]2[CH:6]=[C:7]3[C:12](=[CH:13][CH:14]=2)[C:11]([C:15]([OH:17])=[O:16])=[N:10][CH:9]=[CH:8]3)[CH:24]=1, predict the reactants needed to synthesize it. The reactants are: C[O-].[Na+].[OH:4][C:5]1[CH:6]=[C:7]2[C:12](=[CH:13][CH:14]=1)[C:11]([C:15]([OH:17])=[O:16])=[N:10][CH:9]=[CH:8]2.[Cl:18][C:19]1[CH:24]=[C:23](Cl)[N:22]=[CH:21][N:20]=1.